This data is from Catalyst prediction with 721,799 reactions and 888 catalyst types from USPTO. The task is: Predict which catalyst facilitates the given reaction. (1) Reactant: N[C@@H:2]1[CH2:7][CH2:6][C@H:5]([N:8]([CH2:32][CH3:33])[C:9]2[C:24]3[CH2:23][CH:22]=[CH:21][CH2:20][CH2:19][C:18]4[CH:25]=[C:26]([CH3:30])[NH:27][C:28](=[O:29])[C:17]=4[CH2:16][NH:15][C:14](=[O:31])[C:13]=3[CH:12]=[CH:11][CH:10]=2)[CH2:4][CH2:3]1.C=O.[CH3:36]C(O)=O.[BH3-][C:41]#[N:42].[Na+].C([O-])(O)=O.[Na+]. Product: [CH3:36][N:42]([CH3:41])[C@@H:2]1[CH2:7][CH2:6][C@H:5]([N:8]([CH2:32][CH3:33])[C:9]2[C:24]3[CH2:23][CH:22]=[CH:21][CH2:20][CH2:19][C:18]4[CH:25]=[C:26]([CH3:30])[NH:27][C:28](=[O:29])[C:17]=4[CH2:16][NH:15][C:14](=[O:31])[C:13]=3[CH:12]=[CH:11][CH:10]=2)[CH2:4][CH2:3]1. The catalyst class is: 5. (2) Reactant: [OH:1][C:2]1[CH:10]=[CH:9][C:8]([C:11]2[N:12]([C:27]([O:29][C:30]([CH3:33])([CH3:32])[CH3:31])=[O:28])[C:13]3[C:18]([CH:19]=2)=[CH:17][C:16]([CH2:20][N:21]2[CH2:26][CH2:25][CH2:24][CH2:23][CH2:22]2)=[CH:15][CH:14]=3)=[C:7]2[C:3]=1[CH2:4][NH:5][C:6]2=[O:34].C(N(CC)CC)C.[F:42][C:43]([F:55])([F:54])[C:44]1[CH:49]=[CH:48][C:47]([S:50](Cl)(=[O:52])=[O:51])=[CH:46][CH:45]=1. Product: [F:55][C:43]([F:42])([F:54])[C:44]1[CH:45]=[CH:46][C:47]([S:50]([O:1][C:2]2[CH:10]=[CH:9][C:8]([C:11]3[N:12]([C:27]([O:29][C:30]([CH3:31])([CH3:33])[CH3:32])=[O:28])[C:13]4[C:18]([CH:19]=3)=[CH:17][C:16]([CH2:20][N:21]3[CH2:26][CH2:25][CH2:24][CH2:23][CH2:22]3)=[CH:15][CH:14]=4)=[C:7]3[C:3]=2[CH2:4][NH:5][C:6]3=[O:34])(=[O:52])=[O:51])=[CH:48][CH:49]=1. The catalyst class is: 10. (3) Reactant: [Cl:1][C:2]1[CH:7]=[C:6]([N+:8]([O-])=O)[CH:5]=[CH:4][C:3]=1/[C:11](=[CH:14]/[N:15]([CH3:17])[CH3:16])/[C:12]#[N:13]. Product: [NH2:8][C:6]1[CH:5]=[CH:4][C:3](/[C:11](=[CH:14]/[N:15]([CH3:17])[CH3:16])/[C:12]#[N:13])=[C:2]([Cl:1])[CH:7]=1. The catalyst class is: 94. (4) Reactant: [CH:1]1([N:8]2[C:14]3[CH:15]=[CH:16][CH:17]=[CH:18][C:13]=3[N:12]([CH2:19][C:20](=[O:25])[C:21]([CH3:24])([CH3:23])[CH3:22])[C:11](=[O:26])[N:10]([CH2:27][C:28](O)=[O:29])[C:9]2=[O:31])[CH2:7][CH2:6][CH2:5][CH2:4][CH2:3][CH2:2]1.[NH2:32][C:33]1[CH:34]=[C:35]([C:39]2[NH:40][O:41][C:42](=[O:44])[N:43]=2)[CH:36]=[CH:37][CH:38]=1.CNC[C@@H]([C@H]([C@@H]([C@@H](CO)O)O)O)O.O1CCOCC1.O. Product: [CH:1]1([N:8]2[C:14]3[CH:15]=[CH:16][CH:17]=[CH:18][C:13]=3[N:12]([CH2:19][C:20](=[O:25])[C:21]([CH3:24])([CH3:22])[CH3:23])[C:11](=[O:26])[N:10]([CH2:27][C:28]([NH:32][C:33]3[CH:38]=[CH:37][CH:36]=[C:35]([C:39]4[NH:40][O:41][C:42](=[O:44])[N:43]=4)[CH:34]=3)=[O:29])[C:9]2=[O:31])[CH2:2][CH2:3][CH2:4][CH2:5][CH2:6][CH2:7]1. The catalyst class is: 12. (5) Reactant: P(Cl)(Cl)(Cl)=O.[Br:6][C:7]1[C:8]([CH3:21])=[N:9][N:10]2[C:15](O)=[C:14]([CH2:17][CH2:18]O)[C:13]([CH3:20])=[N:12][C:11]=12.C[N:23](C)[C:24]1[CH:29]=[CH:28]C=[CH:26][CH:25]=1. Product: [Br:6][C:7]1[C:8]([CH3:21])=[N:9][N:10]2[C:15]3[N:23]([CH:24]([CH2:29][CH3:28])[CH2:25][CH3:26])[CH2:18][CH2:17][C:14]=3[C:13]([CH3:20])=[N:12][C:11]=12. The catalyst class is: 13.